This data is from Full USPTO retrosynthesis dataset with 1.9M reactions from patents (1976-2016). The task is: Predict the reactants needed to synthesize the given product. (1) Given the product [Cl:1][C:2]1[CH:7]=[CH:6][C:5]([CH2:8][Cl:9])=[CH:4][N+:3]=1[O-:15], predict the reactants needed to synthesize it. The reactants are: [Cl:1][C:2]1[CH:7]=[CH:6][C:5]([CH2:8][Cl:9])=[CH:4][N:3]=1.ClC1C=C(C=CC=1)C(OO)=[O:15]. (2) Given the product [Si:28]([O:35][CH2:36][CH2:37][N:13]([CH2:12][CH2:11][C:4]1[C:5]2[C:10](=[CH:9][CH:8]=[CH:7][CH:6]=2)[NH:2][CH:3]=1)[CH:14]1[C:22]2[C:17](=[CH:18][C:19]([C:23]([O:25][CH2:26][CH3:27])=[O:24])=[CH:20][CH:21]=2)[CH2:16][CH2:15]1)([C:31]([CH3:34])([CH3:33])[CH3:32])([CH3:30])[CH3:29], predict the reactants needed to synthesize it. The reactants are: Cl.[NH:2]1[C:10]2[C:5](=[CH:6][CH:7]=[CH:8][CH:9]=2)[C:4]([CH2:11][CH2:12][NH:13][CH:14]2[C:22]3[C:17](=[CH:18][C:19]([C:23]([O:25][CH2:26][CH3:27])=[O:24])=[CH:20][CH:21]=3)[CH2:16][CH2:15]2)=[CH:3]1.[Si:28]([O:35][CH2:36][CH:37]=O)([C:31]([CH3:34])([CH3:33])[CH3:32])([CH3:30])[CH3:29].CC(O)=O.[BH-](OC(C)=O)(OC(C)=O)OC(C)=O.[Na+].C([O-])(O)=O.[Na+]. (3) Given the product [ClH:1].[Cl:1][C:2]1[CH:3]=[C:4]([C@@H:8]([OH:32])[CH2:9][NH:10][CH2:11][CH2:12][C:13]2[CH:14]=[CH:15][C:16]([S:19]([C:22]3[CH:27]=[CH:26][C:25]([O:28][CH:29]([F:30])[F:31])=[CH:24][CH:23]=3)(=[O:20])=[O:21])=[CH:17][CH:18]=2)[CH:5]=[CH:6][CH:7]=1, predict the reactants needed to synthesize it. The reactants are: [Cl:1][C:2]1[CH:3]=[C:4]([C@@H:8]([OH:32])[CH2:9][NH:10][CH2:11][CH2:12][C:13]2[CH:18]=[CH:17][C:16]([S:19]([C:22]3[CH:27]=[CH:26][C:25]([O:28][CH:29]([F:31])[F:30])=[CH:24][CH:23]=3)(=[O:21])=[O:20])=[CH:15][CH:14]=2)[CH:5]=[CH:6][CH:7]=1.Cl. (4) Given the product [Cl:29][C:27]1[CH:26]=[CH:25][CH:24]=[C:23]2[C:28]=1[C:20]([C:18]([NH:17][CH2:16][CH:13]1[CH2:14][CH2:15][C:10]([F:9])([F:30])[CH2:11][CH2:12]1)=[O:19])=[CH:21][N:22]2[CH:2]([CH3:8])[C:3]([N:5]([CH3:7])[CH3:6])=[O:4], predict the reactants needed to synthesize it. The reactants are: Br[CH:2]([CH3:8])[C:3]([N:5]([CH3:7])[CH3:6])=[O:4].[F:9][C:10]1([F:30])[CH2:15][CH2:14][CH:13]([CH2:16][NH:17][C:18]([C:20]2[C:28]3[C:23](=[CH:24][CH:25]=[CH:26][C:27]=3[Cl:29])[NH:22][CH:21]=2)=[O:19])[CH2:12][CH2:11]1.O.O.O.O.O.O.O.O.[OH-].[Ba+2].[OH-]. (5) Given the product [CH2:1]([O:3][C:4]([C:6]1[C:7]([N:33]2[CH2:38][CH2:37][CH2:36][CH2:35][CH2:34]2)=[N:8][C:9]2[C:14]([C:15]=1[CH2:16][C:17]1[CH:22]=[CH:21][CH:20]=[CH:19][C:18]=1[C:23]([F:25])([F:24])[F:26])=[CH:13][C:12]([Cl:27])=[CH:11][CH:10]=2)=[O:5])[CH3:2], predict the reactants needed to synthesize it. The reactants are: [CH2:1]([O:3][C:4]([C:6]1[C:7](OS(C)(=O)=O)=[N:8][C:9]2[C:14]([C:15]=1[CH2:16][C:17]1[CH:22]=[CH:21][CH:20]=[CH:19][C:18]=1[C:23]([F:26])([F:25])[F:24])=[CH:13][C:12]([Cl:27])=[CH:11][CH:10]=2)=[O:5])[CH3:2].[NH:33]1[CH2:38][CH2:37][CH2:36][CH2:35][CH2:34]1.